Task: Predict the reaction yield, written as a fraction of the theoretical maximum amount of product (1.0 means a 100% yield; for example, 0.34 means a 34% yield).. Dataset: Reaction yield outcomes from USPTO patents with 853,638 reactions (1) The reactants are [F:1][C:2]1[CH:7]=[CH:6][C:5]([CH2:8][N:9]2[CH2:14][CH2:13][CH:12]([CH2:15][C:16]([O:18]CC)=O)[CH2:11][CH2:10]2)=[CH:4][CH:3]=1.[C:21]1([CH:27]([NH2:29])[CH3:28])[CH:26]=[CH:25][CH:24]=[CH:23][CH:22]=1.CCN=C=NCCCN(C)C.C1C=CC2N(O)N=NC=2C=1. The catalyst is C(C(O)=O)(F)(F)F.Cl.O.C(Cl)Cl. The product is [C:21]1([CH:27]([NH:29][C:16]([CH2:15][CH:12]2[CH2:11][CH2:10][N:9]([CH2:8][C:5]3[CH:4]=[CH:3][C:2]([F:1])=[CH:7][CH:6]=3)[CH2:14][CH2:13]2)=[O:18])[CH3:28])[CH:26]=[CH:25][CH:24]=[CH:23][CH:22]=1. The yield is 0.500. (2) The reactants are [C:1]([O:5][C:6]([NH:8][C@H:9]([C:13]1[CH:18]=[C:17]([C:19]2[CH:24]=[CH:23][C:22]([NH:25][C:26](=[O:29])[O:27][CH3:28])=[CH:21][C:20]=2[NH:30][C:31](=[O:36])[C@H:32]([CH3:35])[CH:33]=[CH2:34])[CH:16]=[CH:15][N:14]=1)[CH2:10]C=C)=[O:7])([CH3:4])([CH3:3])[CH3:2]. The catalyst is C(Cl)Cl.Cl[Ru](=C1N(C2C(C)=CC(C)=CC=2C)CCN1C1C(C)=CC(C)=CC=1C)(Cl)(=CC1C=CC=CC=1)[P](C1CCCCC1)(C1CCCCC1)C1CCCCC1. The product is [C:1]([O:5][C:6]([NH:8][C@@H:9]1[C:13]2[CH:18]=[C:17]([CH:16]=[CH:15][N:14]=2)[C:19]2[CH:24]=[CH:23][C:22]([NH:25][C:26](=[O:29])[O:27][CH3:28])=[CH:21][C:20]=2[NH:30][C:31](=[O:36])[C@H:32]([CH3:35])[CH:33]=[CH:34][CH2:10]1)=[O:7])([CH3:4])([CH3:3])[CH3:2]. The yield is 0.712.